This data is from Catalyst prediction with 721,799 reactions and 888 catalyst types from USPTO. The task is: Predict which catalyst facilitates the given reaction. (1) The catalyst class is: 26. Product: [CH3:22][N:11]([CH2:10][C:8]1[NH:7][C:6]2[CH:23]=[CH:24][C:3]([CH2:2][NH:1][CH2:38][CH:35]3[CH2:36][CH2:37][NH:32][CH2:33][CH2:34]3)=[CH:4][C:5]=2[N:9]=1)[CH:12]1[C:21]2[N:20]=[CH:19][CH:18]=[CH:17][C:16]=2[CH2:15][CH2:14][CH2:13]1. Reactant: [NH2:1][CH2:2][C:3]1[CH:24]=[CH:23][C:6]2[NH:7][C:8]([CH2:10][N:11]([CH3:22])[CH:12]3[C:21]4[N:20]=[CH:19][CH:18]=[CH:17][C:16]=4[CH2:15][CH2:14][CH2:13]3)=[N:9][C:5]=2[CH:4]=1.C(OC([N:32]1[CH2:37][CH2:36][CH:35]([CH:38]=O)[CH2:34][CH2:33]1)=O)(C)(C)C.C(O)(=O)C.C(O[BH-](OC(=O)C)OC(=O)C)(=O)C.[Na+]. (2) Reactant: [OH:1][C:2]1[CH:3]=[C:4]([CH2:8][C:9]([NH:11][C:12]2[C:21]3[C:16](=[CH:17][CH:18]=[CH:19][CH:20]=3)[CH:15]=[CH:14][CH:13]=2)=[O:10])[CH:5]=[CH:6][CH:7]=1.[CH2:22](Br)[C:23]1[CH:28]=[CH:27][CH:26]=[CH:25][CH:24]=1.C(=O)([O-])[O-].[K+].[K+]. Product: [C:12]1([NH:11][C:9](=[O:10])[CH2:8][C:4]2[CH:5]=[CH:6][CH:7]=[C:2]([O:1][CH2:22][C:23]3[CH:28]=[CH:27][CH:26]=[CH:25][CH:24]=3)[CH:3]=2)[C:21]2[C:16](=[CH:17][CH:18]=[CH:19][CH:20]=2)[CH:15]=[CH:14][CH:13]=1. The catalyst class is: 21. (3) Reactant: [F:1][C:2]1[CH:7]=[CH:6][C:5]([CH:8]([C:10]2[S:11][CH:12]=[CH:13][C:14]=2[CH2:15][CH2:16][N:17]2[CH2:21][CH2:20][CH2:19][CH2:18]2)O)=[CH:4][CH:3]=1.C[Si](I)(C)C.[I-].[Na+].Cl[Si](C)(C)C.[OH-].[Na+]. Product: [F:1][C:2]1[CH:3]=[CH:4][C:5]([CH2:8][C:10]2[S:11][CH:12]=[CH:13][C:14]=2[CH2:15][CH2:16][N:17]2[CH2:18][CH2:19][CH2:20][CH2:21]2)=[CH:6][CH:7]=1. The catalyst class is: 290. (4) Reactant: [Cl:1][C:2]1[CH:28]=[C:27]([OH:29])[CH:26]=[CH:25][C:3]=1[C:4]([N:6]1[C:12]2[CH:13]=[CH:14][CH:15]=[CH:16][C:11]=2[CH2:10][N:9]([C:17]([O:19][C:20]([CH3:23])([CH3:22])[CH3:21])=[O:18])[C@H:8]([CH3:24])[CH2:7]1)=[O:5].[CH2:30](I)[CH3:31].C(=O)([O-])[O-].[K+].[K+].CN(C)C=O. Product: [Cl:1][C:2]1[CH:28]=[C:27]([O:29][CH2:30][CH3:31])[CH:26]=[CH:25][C:3]=1[C:4]([N:6]1[C:12]2[CH:13]=[CH:14][CH:15]=[CH:16][C:11]=2[CH2:10][N:9]([C:17]([O:19][C:20]([CH3:22])([CH3:23])[CH3:21])=[O:18])[C@H:8]([CH3:24])[CH2:7]1)=[O:5]. The catalyst class is: 6.